From a dataset of Peptide-MHC class II binding affinity with 134,281 pairs from IEDB. Regression. Given a peptide amino acid sequence and an MHC pseudo amino acid sequence, predict their binding affinity value. This is MHC class II binding data. (1) The peptide sequence is APQINFFYYLGEPIV. The MHC is HLA-DQA10501-DQB10201 with pseudo-sequence HLA-DQA10501-DQB10201. The binding affinity (normalized) is 0.594. (2) The binding affinity (normalized) is 0.541. The peptide sequence is ALSYYPTPLAKEDFL. The MHC is HLA-DQA10101-DQB10501 with pseudo-sequence HLA-DQA10101-DQB10501. (3) The MHC is HLA-DPA10103-DPB10401 with pseudo-sequence HLA-DPA10103-DPB10401. The peptide sequence is YFSWLSLLVPFVQWF. The binding affinity (normalized) is 0.747. (4) The peptide sequence is TTVLDFHPGAGKTRR. The MHC is DRB5_0101 with pseudo-sequence DRB5_0101. The binding affinity (normalized) is 0.898.